This data is from Full USPTO retrosynthesis dataset with 1.9M reactions from patents (1976-2016). The task is: Predict the reactants needed to synthesize the given product. Given the product [Br:15][C:16]1[N:21]=[CH:20][C:19]([NH:22][CH:2]2[CH2:7][CH2:6][N:5]([C:8]([O:10][C:11]([CH3:14])([CH3:13])[CH3:12])=[O:9])[CH2:4][CH2:3]2)=[CH:18][CH:17]=1, predict the reactants needed to synthesize it. The reactants are: O=[C:2]1[CH2:7][CH2:6][N:5]([C:8]([O:10][C:11]([CH3:14])([CH3:13])[CH3:12])=[O:9])[CH2:4][CH2:3]1.[Br:15][C:16]1[N:21]=[CH:20][C:19]([NH2:22])=[CH:18][CH:17]=1.C(O)(=O)C.C(O[BH-](OC(=O)C)OC(=O)C)(=O)C.[Na+].